Dataset: Forward reaction prediction with 1.9M reactions from USPTO patents (1976-2016). Task: Predict the product of the given reaction. (1) Given the reactants [Cl:1][C:2]1[C:12]([N:13]2[CH2:18][CH2:17][O:16][CH2:15][CH2:14]2)=[N:11][C:10]2[O:9][CH2:8][CH2:7][N:6](C(OC(C)(C)C)=O)[CH2:5][C:4]=2[CH:3]=1.[BrH:26].C(O)C, predict the reaction product. The product is: [BrH:26].[Cl:1][C:2]1[C:12]([N:13]2[CH2:14][CH2:15][O:16][CH2:17][CH2:18]2)=[N:11][C:10]2[O:9][CH2:8][CH2:7][NH:6][CH2:5][C:4]=2[CH:3]=1. (2) Given the reactants [Cl-].[Cl-].[Cl-].[Al+3].[Br:5][C:6]1[CH:14]=[CH:13][C:9]([C:10](Cl)=[O:11])=[C:8]([F:15])[CH:7]=1.[Cl:16][CH2:17][CH2:18]Cl, predict the reaction product. The product is: [Br:5][C:6]1[CH:14]=[CH:13][C:9]([C:10](=[O:11])[CH2:18][CH2:17][Cl:16])=[C:8]([F:15])[CH:7]=1. (3) Given the reactants [C-:1]#[N:2].[Na+].[NH2:4][C:5]1[CH:10]=[CH:9][C:8]([OH:11])=[CH:7][C:6]=1[F:12].[C:13]1(=O)[CH2:16][CH2:15][CH2:14]1, predict the reaction product. The product is: [F:12][C:6]1[CH:7]=[C:8]([OH:11])[CH:9]=[CH:10][C:5]=1[NH:4][C:13]1([C:1]#[N:2])[CH2:16][CH2:15][CH2:14]1.